This data is from Forward reaction prediction with 1.9M reactions from USPTO patents (1976-2016). The task is: Predict the product of the given reaction. (1) Given the reactants C(OC(=O)[N:7]([C:26]1[CH:31]=[CH:30][C:29]([F:32])=[C:28]([F:33])[CH:27]=1)[CH2:8][CH2:9][NH:10][CH2:11][C:12]1([C:19]2[CH:24]=[CH:23][C:22]([I:25])=[CH:21][CH:20]=2)[CH2:17][CH2:16][N:15]([CH3:18])[CH2:14][CH2:13]1)(C)(C)C.C(O)(C(F)(F)F)=O, predict the reaction product. The product is: [F:33][C:28]1[CH:27]=[C:26]([NH:7][CH2:8][CH2:9][NH:10][CH2:11][C:12]2([C:19]3[CH:24]=[CH:23][C:22]([I:25])=[CH:21][CH:20]=3)[CH2:13][CH2:14][N:15]([CH3:18])[CH2:16][CH2:17]2)[CH:31]=[CH:30][C:29]=1[F:32]. (2) Given the reactants [CH3:1][O:2][C:3](=[O:27])/[CH:4]=[CH:5]/[C:6]1[CH:7]=[C:8]2[C:23](=[CH:24][CH:25]=1)[O:22][C:11]1([CH2:14][N:13]([C:15](OC(C)(C)C)=O)[CH2:12]1)[CH2:10][C:9]2=[O:26].CC(O)=O.[CH3:32][N:33]1[C:41]2[C:36](=[CH:37][CH:38]=[CH:39][CH:40]=2)[C:35](C=O)=[CH:34]1.[BH-](OC(C)=O)(OC(C)=O)OC(C)=O.[Na+], predict the reaction product. The product is: [CH3:1][O:2][C:3](=[O:27])/[CH:4]=[CH:5]/[C:6]1[CH:7]=[C:8]2[C:23](=[CH:24][CH:25]=1)[O:22][C:11]1([CH2:12][N:13]([CH2:15][C:35]3[C:36]4[C:41](=[CH:40][CH:39]=[CH:38][CH:37]=4)[N:33]([CH3:32])[CH:34]=3)[CH2:14]1)[CH2:10][C:9]2=[O:26]. (3) The product is: [CH3:1][O:2][CH2:3][CH2:4][C:5]1[CH:10]=[CH:9][C:8]([O:11][CH2:15][CH:13]2[CH2:14][O:12]2)=[CH:7][CH:6]=1. Given the reactants [CH3:1][O:2][CH2:3][CH2:4][C:5]1[CH:10]=[CH:9][C:8]([OH:11])=[CH:7][CH:6]=1.[O:12]1[CH2:14][CH:13]1[CH2:15]OS(C1C=CC=C([N+]([O-])=O)C=1)(=O)=O.C(=O)([O-])[O-].[K+].[K+], predict the reaction product. (4) Given the reactants [C:1]([C:5]1[CH:24]=[CH:23][C:8]([O:9][C:10]2[CH:19]=[C:18]3[C:13]([CH:14]=[C:15]([C:20](O)=[O:21])[N:16]=[CH:17]3)=[CH:12][CH:11]=2)=[CH:7][CH:6]=1)([CH3:4])([CH3:3])[CH3:2].[CH3:25][O:26][C:27](=[O:38])[C@@H:28]([NH2:37])[CH2:29][C:30]1[CH:35]=[CH:34][C:33]([OH:36])=[CH:32][CH:31]=1, predict the reaction product. The product is: [CH3:25][O:26][C:27](=[O:38])[C@@H:28]([NH:37][C:20]([C:15]1[N:16]=[CH:17][C:18]2[C:13]([CH:14]=1)=[CH:12][CH:11]=[C:10]([O:9][C:8]1[CH:23]=[CH:24][C:5]([C:1]([CH3:4])([CH3:3])[CH3:2])=[CH:6][CH:7]=1)[CH:19]=2)=[O:21])[CH2:29][C:30]1[CH:35]=[CH:34][C:33]([OH:36])=[CH:32][CH:31]=1.